This data is from Reaction yield outcomes from USPTO patents with 853,638 reactions. The task is: Predict the reaction yield, written as a fraction of the theoretical maximum amount of product (1.0 means a 100% yield; for example, 0.34 means a 34% yield). (1) The reactants are [F:1][C:2]([F:14])([F:13])[C:3]1[C:7]([C:8]([O:10][CH2:11][CH3:12])=[O:9])=[CH:6][NH:5][N:4]=1.CN[C@@H]1CCCC[C@H]1NC.[F:25][C:26]1[CH:31]=[CH:30][C:29](I)=[CH:28][CH:27]=1.C(=O)([O-])[O-].[K+].[K+]. The catalyst is C1(C)C=CC=CC=1.[Cu]I. The product is [F:25][C:26]1[CH:31]=[CH:30][C:29]([N:5]2[CH:6]=[C:7]([C:8]([O:10][CH2:11][CH3:12])=[O:9])[C:3]([C:2]([F:1])([F:13])[F:14])=[N:4]2)=[CH:28][CH:27]=1. The yield is 0.960. (2) The reactants are [F:1][C:2]([F:7])([F:6])[C:3]([OH:5])=[O:4].[Cl:8][C:9]1[CH:18]=[CH:17][C:12]([C:13]([O:15]C)=[O:14])=[C:11]([C:19]2[N:20]=[CH:21][N:22]([C@@H:26]3[C:42]4[CH:43]=[C:38]([CH:39]=[CH:40][N:41]=4)[C:37]4[N:36]([CH3:44])[N:35]=[CH:34][C:33]=4[NH:32][C:31](=[O:45])[C@H:30]([CH3:46])[CH2:29][CH2:28][CH2:27]3)[C:23](=[O:25])[CH:24]=2)[CH:10]=1.B(Br)(Br)Br. The catalyst is C(Cl)Cl. The product is [F:1][C:2]([F:7])([F:6])[C:3]([OH:5])=[O:4].[Cl:8][C:9]1[CH:18]=[CH:17][C:12]([C:13]([OH:15])=[O:14])=[C:11]([C:19]2[N:20]=[CH:21][N:22]([C@@H:26]3[C:42]4[CH:43]=[C:38]([CH:39]=[CH:40][N:41]=4)[C:37]4[N:36]([CH3:44])[N:35]=[CH:34][C:33]=4[NH:32][C:31](=[O:45])[C@H:30]([CH3:46])[CH2:29][CH2:28][CH2:27]3)[C:23](=[O:25])[CH:24]=2)[CH:10]=1. The yield is 0.560. (3) The reactants are Br[C:2]1[C:7]([C:8]([F:11])([F:10])[F:9])=[CH:6][C:5]([O:12][CH3:13])=[CH:4][C:3]=1[O:14][CH3:15].C([O-])([O-])=O.[K+].[K+].[C:22]1(B2OC(C)(C)C(C)(C)O2)[CH2:27][CH2:26][CH2:25][CH2:24][CH:23]=1. The catalyst is Cl[Pd](Cl)([P](C1C=CC=CC=1)(C1C=CC=CC=1)C1C=CC=CC=1)[P](C1C=CC=CC=1)(C1C=CC=CC=1)C1C=CC=CC=1.CN(C=O)C.CO. The product is [C:22]1([C:2]2[C:7]([C:8]([F:11])([F:10])[F:9])=[CH:6][C:5]([O:12][CH3:13])=[CH:4][C:3]=2[O:14][CH3:15])[CH2:27][CH2:26][CH2:25][CH2:24][CH:23]=1. The yield is 0.440. (4) The reactants are [F:1][C:2]1[CH:3]=[C:4]2[C:9](=[CH:10][CH:11]=1)[NH:8][C:7](=O)[CH:6]=[N:5]2.[F:13][C:14]1[CH:23]=[C:22]2[C:17]([N:18]=[CH:19][C:20](=O)[NH:21]2)=[CH:16][CH:15]=1.O=P(Cl)(Cl)[Cl:27]. No catalyst specified. The product is [Cl:27][C:7]1[CH:6]=[N:5][C:4]2[C:9](=[CH:10][CH:11]=[C:2]([F:1])[CH:3]=2)[N:8]=1.[Cl:27][C:20]1[CH:19]=[N:18][C:17]2[C:22](=[CH:23][C:14]([F:13])=[CH:15][CH:16]=2)[N:21]=1. The yield is 0.440. (5) The reactants are [Cl:1][C:2]1[CH:3]=[C:4]([CH:8]=[C:9]([Cl:12])[C:10]=1[OH:11])[C:5]([OH:7])=O.[NH:13]1[CH2:18][CH2:17][CH2:16][C@@H:15]2[C:19]3[CH:20]=[CH:21][CH:22]=[CH:23][C:24]=3[CH2:25][C@H:14]12.F[P-](F)(F)(F)(F)F.N1(OC(N(C)C)=[N+](C)C)C2N=CC=CC=2N=N1. No catalyst specified. The product is [Cl:12][C:9]1[CH:8]=[C:4]([C:5]([N:13]2[CH2:18][CH2:17][CH2:16][C@@H:15]3[C:19]4[CH:20]=[CH:21][CH:22]=[CH:23][C:24]=4[CH2:25][C@H:14]23)=[O:7])[CH:3]=[C:2]([Cl:1])[C:10]=1[OH:11]. The yield is 0.320. (6) The reactants are [CH3:1][C:2]1[C:3]([C:21]2[CH:30]=[C:29]3[C:24]([CH:25]=[CH:26][CH:27]=[N:28]3)=[CH:23][CH:22]=2)=[N:4][C:5]([CH2:19]O)=[N:6][C:7]=1[NH:8][C:9]1[CH:14]=[CH:13][C:12]([C:15]([F:18])([F:17])[F:16])=[CH:11][N:10]=1.N1C=CC=CC=1.CS(Cl)(=O)=O.[CH3:42][C@H:43]1[O:48][C@@H:47]([CH3:49])[CH2:46][NH:45][CH2:44]1. The catalyst is ClCCl.CN(C=O)C. The product is [CH3:49][C@H:47]1[O:48][C@@H:43]([CH3:42])[CH2:44][N:45]([CH2:19][C:5]2[N:6]=[C:7]([NH:8][C:9]3[CH:14]=[CH:13][C:12]([C:15]([F:17])([F:18])[F:16])=[CH:11][N:10]=3)[C:2]([CH3:1])=[C:3]([C:21]3[CH:30]=[C:29]4[C:24]([CH:25]=[CH:26][CH:27]=[N:28]4)=[CH:23][CH:22]=3)[N:4]=2)[CH2:46]1. The yield is 0.0500. (7) The reactants are Cl[C:2]1[N:9]=[CH:8][CH:7]=[C:6]([C:10]2[CH:15]=[C:14]([NH:16][C:17]3[CH:22]=[CH:21][C:20]([N:23]4[CH2:28][CH2:27][N:26]([CH:29]5[CH2:32][O:31][CH2:30]5)[CH2:25][C@@H:24]4[CH3:33])=[CH:19][N:18]=3)[C:13](=[O:34])[N:12]([CH3:35])[CH:11]=2)[C:3]=1[CH:4]=[O:5].[CH2:36]1[C:41]2=[CH:42][C:43]3[CH2:44][CH2:45][CH2:46][CH2:47][C:48]=3[N:40]2[CH2:39][CH2:38][NH:37]1.CC(C1C=C(C(C)C)C(C2C=CC=CC=2P(C2CCCCC2)C2CCCCC2)=C(C(C)C)C=1)C.C([O-])([O-])=O.[Cs+].[Cs+]. The catalyst is C1C=CC(/C=C/C(/C=C/C2C=CC=CC=2)=O)=CC=1.C1C=CC(/C=C/C(/C=C/C2C=CC=CC=2)=O)=CC=1.C1C=CC(/C=C/C(/C=C/C2C=CC=CC=2)=O)=CC=1.[Pd].[Pd].O1CCOCC1. The product is [CH2:36]1[C:41]2=[CH:42][C:43]3[CH2:44][CH2:45][CH2:46][CH2:47][C:48]=3[N:40]2[CH2:39][CH2:38][N:37]1[C:2]1[N:9]=[CH:8][CH:7]=[C:6]([C:10]2[CH:15]=[C:14]([NH:16][C:17]3[CH:22]=[CH:21][C:20]([N:23]4[CH2:28][CH2:27][N:26]([CH:29]5[CH2:32][O:31][CH2:30]5)[CH2:25][C@@H:24]4[CH3:33])=[CH:19][N:18]=3)[C:13](=[O:34])[N:12]([CH3:35])[CH:11]=2)[C:3]=1[CH:4]=[O:5]. The yield is 0.260. (8) The reactants are N1C=CC=CC=1.[Cl:7][CH2:8][O:9][C:10](Cl)=[O:11].[CH3:13][C:14]1[C@@H:31]([O:32][C:33]([C@H:35]([OH:52])[C@@H:36]([NH:43][C:44]([C:46]2[CH:47]=[CH:48][CH:49]=[CH:50][CH:51]=2)=[O:45])[C:37]2[CH:38]=[CH:39][CH:40]=[CH:41][CH:42]=2)=[O:34])[CH2:30][C@:26]2([OH:53])[C:27]([CH3:29])([CH3:28])[C:15]=1[C@@H:16]([O:71][C:72]([CH3:74])=[O:73])[C:17]([C@@:19]1([CH3:70])[C@H:24]([C@@H:25]2[O:54][C:55]([C:57]2[CH:58]=[CH:59][CH:60]=[CH:61][CH:62]=2)=[O:56])[C@:23]2([O:65][C:66]([CH3:68])=[O:67])[CH2:63][O:64][C@@H:22]2[CH2:21][C@@H:20]1[OH:69])=[O:18]. The catalyst is ClCCl. The product is [C:72]([O:71][C@@H:16]1[C:15]2[C:27]([CH3:28])([CH3:29])[C@@:26]([OH:53])([CH2:30][C@H:31]([O:32][C:33](=[O:34])[C@H:35]([O:52][C:10]([O:9][CH2:8][Cl:7])=[O:11])[C@@H:36]([NH:43][C:44](=[O:45])[C:46]3[CH:51]=[CH:50][CH:49]=[CH:48][CH:47]=3)[C:37]3[CH:38]=[CH:39][CH:40]=[CH:41][CH:42]=3)[C:14]=2[CH3:13])[C@@H:25]([O:54][C:55](=[O:56])[C:57]2[CH:62]=[CH:61][CH:60]=[CH:59][CH:58]=2)[C@@H:24]2[C@:23]3([O:65][C:66](=[O:67])[CH3:68])[CH2:63][O:64][C@@H:22]3[CH2:21][C@H:20]([O:69][C:10]([O:9][CH2:8][Cl:7])=[O:11])[C@@:19]2([CH3:70])[C:17]1=[O:18])(=[O:73])[CH3:74]. The yield is 0.900.